The task is: Predict the product of the given reaction.. This data is from Forward reaction prediction with 1.9M reactions from USPTO patents (1976-2016). (1) The product is: [Cl:10][C:3]1[C:2]([OH:1])=[CH:9][C:6]([C:7]#[N:8])=[CH:5][N:4]=1. Given the reactants [OH:1][C:2]1[CH:3]=[N:4][CH:5]=[C:6]([CH:9]=1)[C:7]#[N:8].[Cl:10]N1C(=O)CCC1=O, predict the reaction product. (2) Given the reactants [N+:1]([NH:4][C:5]([NH2:7])=[NH:6])([O-:3])=[O:2].[CH:8]([CH:10]([CH2:15][C:16]1[CH:17]=[N:18][N:19]([CH3:21])[CH:20]=1)[C:11](OC)=O)=[O:9], predict the reaction product. The product is: [CH3:21][N:19]1[CH:20]=[C:16]([CH2:15][C:10]2[C:8](=[O:9])[N:6]=[C:5]([NH:4][N+:1]([O-:3])=[O:2])[NH:7][CH:11]=2)[CH:17]=[N:18]1. (3) Given the reactants [Cl:1][C:2]1[C:3]([F:41])=[C:4]([C@@H:8]2[C@:12]([C:15]3[CH:20]=[CH:19][C:18]([Cl:21])=[CH:17][C:16]=3[F:22])([C:13]#[N:14])[C@H:11]([CH2:23][C:24]([CH3:27])([CH3:26])[CH3:25])[NH:10][C@H:9]2[C:28]([NH:30][C:31]2[CH:40]=[CH:39][C:34]([C:35]([O:37]C)=[O:36])=[CH:33][CH:32]=2)=[O:29])[CH:5]=[CH:6][CH:7]=1.[CH:42]1([CH:46]=O)[CH2:45][CH2:44][CH2:43]1.C(O[BH-](OC(=O)C)OC(=O)C)(=O)C.[Na+].CO, predict the reaction product. The product is: [Cl:1][C:2]1[C:3]([F:41])=[C:4]([C@@H:8]2[C@:12]([C:15]3[CH:20]=[CH:19][C:18]([Cl:21])=[CH:17][C:16]=3[F:22])([C:13]#[N:14])[C@H:11]([CH2:23][C:24]([CH3:25])([CH3:27])[CH3:26])[N:10]([CH2:46][CH:42]3[CH2:45][CH2:44][CH2:43]3)[C@H:9]2[C:28]([NH:30][C:31]2[CH:32]=[CH:33][C:34]([C:35]([OH:37])=[O:36])=[CH:39][CH:40]=2)=[O:29])[CH:5]=[CH:6][CH:7]=1. (4) Given the reactants [OH:1][C:2]1[CH:3]=[CH:4][C:5]([C:8]([OH:10])=O)=[N:6][CH:7]=1.C1N=CN(C(N2C=NC=C2)=O)C=1.[CH2:23]([N:27]1[C:35]2[N:34]=[C:33]([Cl:36])[NH:32][C:31]=2[C:30](=[O:37])[N:29]([CH2:38][CH2:39][CH2:40][CH2:41]/[C:42](=[N:45]/[H])/[NH:43]O)[C:28]1=[O:47])[CH2:24][CH2:25][CH3:26], predict the reaction product. The product is: [CH2:23]([N:27]1[C:35]2[N:34]=[C:33]([Cl:36])[NH:32][C:31]=2[C:30](=[O:37])[N:29]([CH2:38][CH2:39][CH2:40][CH2:41][C:42]2[N:43]=[C:8]([C:5]3[CH:4]=[CH:3][C:2]([OH:1])=[CH:7][N:6]=3)[O:10][N:45]=2)[C:28]1=[O:47])[CH2:24][CH2:25][CH3:26]. (5) Given the reactants [CH3:1][O:2][C:3]1[CH:4]=[C:5]2[C:10](=[CH:11][C:12]=1[O:13][CH3:14])[N:9]=[CH:8][CH:7]=[C:6]2[O:15][C:16]1[CH:21]=[CH:20][C:19]([OH:22])=[CH:18][CH:17]=1.[H-].[Na+].COC1C=C2C(=CC=1OC)N=[CH:32][CH:31]=[C:30]2[O:39][C:40]1[CH:45]=[CH:44][C:43](NC(NC2CCNCC2)=O)=[CH:42][CH:41]=1.[C:56](=O)([O-])[OH:57].[Na+], predict the reaction product. The product is: [CH3:1][O:2][C:3]1[CH:4]=[C:5]2[C:10](=[CH:11][C:12]=1[O:13][CH3:14])[N:9]=[CH:8][CH:7]=[C:6]2[O:15][C:16]1[CH:17]=[CH:18][C:19]([O:22][CH2:32][CH2:31][CH2:30][O:39][C:40]2[CH:41]=[CH:42][C:43]([O:57][CH3:56])=[CH:44][CH:45]=2)=[CH:20][CH:21]=1.